Dataset: Full USPTO retrosynthesis dataset with 1.9M reactions from patents (1976-2016). Task: Predict the reactants needed to synthesize the given product. (1) Given the product [F:1][C:2]([F:14])([F:13])[C:3]1[CH:8]=[CH:7][CH:6]=[CH:5][C:4]=1[S:9]([NH2:15])(=[O:11])=[O:10], predict the reactants needed to synthesize it. The reactants are: [F:1][C:2]([F:14])([F:13])[C:3]1[CH:8]=[CH:7][CH:6]=[CH:5][C:4]=1[S:9](Cl)(=[O:11])=[O:10].[NH3:15]. (2) Given the product [CH2:1]([O:8][C:9]1[C:10]([C:26]([OH:28])=[O:27])=[N:11][C:12]([CH2:16][C:17]([CH3:18])([C:19]2[CH:20]=[CH:21][CH:22]=[CH:23][CH:24]=2)[CH3:25])=[N:13][C:14]=1[OH:15])[C:2]1[CH:7]=[CH:6][CH:5]=[CH:4][CH:3]=1, predict the reactants needed to synthesize it. The reactants are: [CH2:1]([O:8][C:9]1[C:10]([C:26]([O:28]C(C)(C)C)=[O:27])=[N:11][C:12]([CH2:16][C:17]([CH3:25])([C:19]2[CH:24]=[CH:23][CH:22]=[CH:21][CH:20]=2)[CH3:18])=[N:13][C:14]=1[OH:15])[C:2]1[CH:7]=[CH:6][CH:5]=[CH:4][CH:3]=1.O.[OH-].[Li+].Cl. (3) Given the product [S:1]1[C:5]2[CH:6]=[CH:7][CH:8]=[CH:9][C:4]=2[C:3]([N:10]2[CH2:15][CH2:14][N:13]([CH2:16][CH:17]([C:19]3[CH:20]=[C:21]4[C:25](=[CH:26][CH:27]=3)[C:24]([CH3:29])([CH3:28])[C:23](=[O:30])[C:22]4([CH3:32])[CH3:31])[NH:34][CH3:33])[CH2:12][CH2:11]2)=[N:2]1, predict the reactants needed to synthesize it. The reactants are: [S:1]1[C:5]2[CH:6]=[CH:7][CH:8]=[CH:9][C:4]=2[C:3]([N:10]2[CH2:15][CH2:14][N:13]([CH2:16][CH:17]([C:19]3[CH:20]=[C:21]4[C:25](=[CH:26][CH:27]=3)[C:24]([CH3:29])([CH3:28])[C:23](=[O:30])[C:22]4([CH3:32])[CH3:31])Cl)[CH2:12][CH2:11]2)=[N:2]1.[CH3:33][NH2:34]. (4) Given the product [C:1]([O:4][C:5]1[CH:10]=[CH:9][C:8]([C:11](=[O:31])[NH:12][C@H:13]([C:24]2[C:29]([F:30])=[CH:28][CH:27]=[CH:26][N:25]=2)[C:14]2[CH:19]=[CH:18][C:17]([C:20]([F:22])([F:21])[F:23])=[CH:16][CH:15]=2)=[CH:7][C:6]=1[NH2:32])(=[O:3])[CH3:2], predict the reactants needed to synthesize it. The reactants are: [C:1]([O:4][C:5]1[CH:10]=[CH:9][C:8]([C:11](=[O:31])[NH:12][C@H:13]([C:24]2[C:29]([F:30])=[CH:28][CH:27]=[CH:26][N:25]=2)[C:14]2[CH:19]=[CH:18][C:17]([C:20]([F:23])([F:22])[F:21])=[CH:16][CH:15]=2)=[CH:7][C:6]=1[N+:32]([O-])=O)(=[O:3])[CH3:2]. (5) Given the product [O:6]=[C:4]([NH:42][C:37]1[C:36]([NH:35][C:30]2[CH:31]=[CH:32][CH:33]=[CH:34][N:29]=2)=[CH:41][CH:40]=[CH:39][N:38]=1)[C@@H:2]([NH:1][C:7](=[O:8])[O:9][C:10]([CH3:13])([CH3:12])[CH3:11])[CH3:3], predict the reactants needed to synthesize it. The reactants are: [NH:1]([C:7]([O:9][C:10]([CH3:13])([CH3:12])[CH3:11])=[O:8])[C@H:2]([C:4]([OH:6])=O)[CH3:3].CN1CCOCC1.ClC(OCC(C)C)=O.[N:29]1[CH:34]=[CH:33][CH:32]=[CH:31][C:30]=1[NH:35][C:36]1[C:37]([NH2:42])=[N:38][CH:39]=[CH:40][CH:41]=1.[NH4+].[Cl-]. (6) Given the product [F:16][C:14]1[CH:13]=[C:7]([CH:6]=[C:5]([B:20]2[O:21][C:22]([CH3:24])([CH3:23])[C:18]([CH3:34])([CH3:17])[O:19]2)[CH:15]=1)[C:8]([O:10][CH2:11][CH3:12])=[O:9], predict the reactants needed to synthesize it. The reactants are: ClCCl.Br[C:5]1[CH:6]=[C:7]([CH:13]=[C:14]([F:16])[CH:15]=1)[C:8]([O:10][CH2:11][CH3:12])=[O:9].[CH3:17][C:18]1([CH3:34])[C:22]([CH3:24])([CH3:23])[O:21][B:20]([B:20]2[O:21][C:22]([CH3:24])([CH3:23])[C:18]([CH3:34])([CH3:17])[O:19]2)[O:19]1.C([O-])(=O)C.[K+]. (7) Given the product [CH2:12]([C:11]#[C:1][C:2]#[CH:3])[CH2:13][CH2:14][CH2:15][CH2:16][CH2:17][CH2:18][CH2:19][CH2:20][CH3:21], predict the reactants needed to synthesize it. The reactants are: [CH2:1]([C:11]#[C:12][C:13]#[C:14][CH2:15][CH2:16][CH2:17][CH2:18][CH2:19][CH2:20][CH2:21]CCC)[CH2:2][CH2:3]CCCCCCC.C1COCC1.[OH-].[K+].